From a dataset of Peptide-MHC class II binding affinity with 134,281 pairs from IEDB. Regression. Given a peptide amino acid sequence and an MHC pseudo amino acid sequence, predict their binding affinity value. This is MHC class II binding data. (1) The peptide sequence is MGDVAWDFSSAGGFF. The MHC is DRB1_0301 with pseudo-sequence DRB1_0301. The binding affinity (normalized) is 0.307. (2) The peptide sequence is LSGSQEVEFIGYGKA. The MHC is HLA-DQA10201-DQB10303 with pseudo-sequence HLA-DQA10201-DQB10303. The binding affinity (normalized) is 0.226. (3) The MHC is DRB1_0701 with pseudo-sequence DRB1_0701. The peptide sequence is EGVVLLLVGALVL. The binding affinity (normalized) is 0.607. (4) The peptide sequence is NALSVLDKIYTSPLC. The MHC is DRB1_0405 with pseudo-sequence DRB1_0405. The binding affinity (normalized) is 0.436.